From a dataset of Forward reaction prediction with 1.9M reactions from USPTO patents (1976-2016). Predict the product of the given reaction. (1) Given the reactants [F:1][C:2]1[C:3]([CH3:9])=[C:4]([CH:6]=[CH:7][CH:8]=1)[NH2:5].[C:10](OC(=O)C)(=[O:12])[CH3:11], predict the reaction product. The product is: [F:1][C:2]1[C:3]([CH3:9])=[C:4]([CH:6]=[CH:7][CH:8]=1)[NH:5][C:10](=[O:12])[CH3:11]. (2) The product is: [Cl:7][C:8]1[CH:13]=[C:12]([CH2:14][N:21]2[C:17]([CH3:16])=[CH:18][C:19]([C:22]3[O:26][N:25]=[C:24]([C:27]4[CH:28]=[CH:29][C:30]([CH:33]5[CH2:38][CH2:37][O:36][CH2:35][CH2:34]5)=[CH:31][CH:32]=4)[N:23]=3)=[N:20]2)[CH:11]=[CH:10][N:9]=1. Given the reactants CC([O-])(C)C.[K+].[Cl:7][C:8]1[CH:13]=[C:12]([CH2:14]Cl)[CH:11]=[CH:10][N:9]=1.[CH3:16][C:17]1[NH:21][N:20]=[C:19]([C:22]2[O:26][N:25]=[C:24]([C:27]3[CH:32]=[CH:31][C:30]([CH:33]4[CH2:38][CH2:37][O:36][CH2:35][CH2:34]4)=[CH:29][CH:28]=3)[N:23]=2)[CH:18]=1.O, predict the reaction product. (3) Given the reactants [F:1][C:2]1[C:3]([C:22]2[N:26]([CH:27]3[CH2:32][CH2:31][O:30][CH2:29][CH2:28]3)[C:25]([CH3:33])=[N:24][CH:23]=2)=[N:4][C:5]([NH:8][CH:9]2[CH2:14][CH2:13][N:12]([C:15]([O:17]C(C)(C)C)=O)[CH2:11][CH2:10]2)=[N:6][CH:7]=1.[C:34](Cl)(=O)C, predict the reaction product. The product is: [C:15]([N:12]1[CH2:13][CH2:14][CH:9]([NH:8][C:5]2[N:4]=[C:3]([C:22]3[N:26]([CH:27]4[CH2:28][CH2:29][O:30][CH2:31][CH2:32]4)[C:25]([CH3:33])=[N:24][CH:23]=3)[C:2]([F:1])=[CH:7][N:6]=2)[CH2:10][CH2:11]1)(=[O:17])[CH3:34]. (4) Given the reactants [NH2:1][CH2:2][CH2:3][CH2:4][CH2:5][OH:6].C([O:9][C:10](=O)[C:11]([F:14])([F:13])[F:12])C, predict the reaction product. The product is: [F:12][C:11]([F:14])([F:13])[C:10]([NH:1][CH2:2][CH2:3][CH2:4][CH2:5][OH:6])=[O:9]. (5) Given the reactants [NH2:1][C:2]1[CH:7]=[C:6]([C:8]2[C:13]([C:14]([F:17])([F:16])[F:15])=[CH:12][CH:11]=[CH:10][N:9]=2)[CH:5]=[CH:4][C:3]=1[C:18](=[O:20])[CH3:19].[N:21]([O-])=O.[Na+].C([O-])(=O)C.[Na+], predict the reaction product. The product is: [F:16][C:14]([F:17])([F:15])[C:13]1[C:8]([C:6]2[CH:7]=[C:2]3[C:3]([C:18]([OH:20])=[CH:19][N:21]=[N:1]3)=[CH:4][CH:5]=2)=[N:9][CH:10]=[CH:11][CH:12]=1. (6) Given the reactants Cl[C:2]1[C:11]2[C:6](=[CH:7][CH:8]=[C:9]([CH2:12][N:13]3[CH2:17][CH2:16][C@H:15]([NH:18][S:19]([C:22]4[S:30][C:29]5[C:24](=[N:25][CH:26]=[CH:27][CH:28]=5)[CH:23]=4)(=[O:21])=[O:20])[C:14]3=[O:31])[CH:10]=2)[CH:5]=[CH:4][N:3]=1.C1(O)C=CC=CC=1.C([O-])(=O)C.[NH4+:43], predict the reaction product. The product is: [NH2:43][C:2]1[C:11]2[C:6](=[CH:7][CH:8]=[C:9]([CH2:12][N:13]3[CH2:17][CH2:16][C@H:15]([NH:18][S:19]([C:22]4[S:30][C:29]5[C:24](=[N:25][CH:26]=[CH:27][CH:28]=5)[CH:23]=4)(=[O:21])=[O:20])[C:14]3=[O:31])[CH:10]=2)[CH:5]=[CH:4][N:3]=1. (7) The product is: [CH:1]1([CH2:4][N:5]2[C:9]3[CH:10]=[CH:11][C:12]([OH:14])=[CH:13][C:8]=3[N:7]=[N:6]2)[CH2:2][CH2:3]1. Given the reactants [CH:1]1([CH2:4][N:5]2[C:9]3[CH:10]=[CH:11][C:12]([O:14]C)=[CH:13][C:8]=3[N:7]=[N:6]2)[CH2:3][CH2:2]1.B(Br)(Br)Br.C(=O)(O)[O-].[Na+].Cl, predict the reaction product. (8) Given the reactants C(=O)([O-])[O-].[K+].[K+].Br[CH:8]([C:14]([O:16][CH2:17][CH3:18])=[O:15])[C:9]([O:11][CH2:12][CH3:13])=[O:10].[CH2:19]([N:26]1[CH2:31][CH2:30][NH:29][CH2:28][CH2:27]1)[C:20]1[CH:25]=[CH:24][CH:23]=[CH:22][CH:21]=1, predict the reaction product. The product is: [CH2:19]([N:26]1[CH2:31][CH2:30][N:29]([CH:8]([C:14]([O:16][CH2:17][CH3:18])=[O:15])[C:9]([O:11][CH2:12][CH3:13])=[O:10])[CH2:28][CH2:27]1)[C:20]1[CH:21]=[CH:22][CH:23]=[CH:24][CH:25]=1. (9) Given the reactants [N:1]1[NH:2][CH:3]=[C:4]2[C:9]=1[CH2:8][CH2:7][NH:6][C:5]2=[O:10].[H-].[Na+].F[C:14]1[CH:15]=[N:16][CH:17]=[CH:18][CH:19]=1, predict the reaction product. The product is: [N:16]1[CH:17]=[CH:18][CH:19]=[C:14]([N:2]2[CH:3]=[C:4]3[C:5](=[O:10])[NH:6][CH2:7][CH2:8][C:9]3=[N:1]2)[CH:15]=1. (10) Given the reactants [Br:1][C:2]1[CH:3]=[CH:4][C:5]([O:15][CH2:16][C:17]2[CH:22]=[CH:21][C:20]([F:23])=[CH:19][C:18]=2[F:24])=[C:6]([C:8](=O)[CH2:9][CH2:10][C:11](=O)[CH3:12])[CH:7]=1.[C:25]([C:27]1[CH:32]=[CH:31][C:30]([NH2:33])=[CH:29][CH:28]=1)#[CH:26].CC1C=CC(S(O)(=O)=[O:42])=CC=1, predict the reaction product. The product is: [Br:1][C:2]1[CH:3]=[CH:4][C:5]([O:15][CH2:16][C:17]2[CH:22]=[CH:21][C:20]([F:23])=[CH:19][C:18]=2[F:24])=[C:6]([C:8]2[N:33]([C:30]3[CH:31]=[CH:32][C:27]([C:25](=[O:42])[CH3:26])=[CH:28][CH:29]=3)[C:11]([CH3:12])=[CH:10][CH:9]=2)[CH:7]=1.